Predict the product of the given reaction. From a dataset of Forward reaction prediction with 1.9M reactions from USPTO patents (1976-2016). (1) Given the reactants C1(N=C=NC2CCCCC2)CCCCC1.[OH:16][CH2:17][CH2:18][CH2:19][CH2:20][CH2:21][CH2:22][CH2:23][CH2:24][CH2:25][C:26]([OH:28])=[O:27].[Cl:29][C:30]([Cl:34])([Cl:33])[CH2:31]O.N1C=CC=CC=1, predict the reaction product. The product is: [OH:16][CH2:17][CH2:18][CH2:19][CH2:20][CH2:21][CH2:22][CH2:23][CH2:24][CH2:25][C:26]([O:28][CH2:31][C:30]([Cl:34])([Cl:33])[Cl:29])=[O:27]. (2) Given the reactants C([NH:9][C:10]1[CH:15]=[CH:14][N:13]([CH:16]2[CH:20]([O:21]C(=O)C3C=CC=CC=3)[CH2:19][CH:18]([CH:30]=[CH:31][P:32]([O:37]CC)([O:34]CC)=[O:33])[O:17]2)[C:12](=[O:40])[CH:11]=1)(=O)C1C=CC=CC=1.NC1NC(=O)C2N=NN(C3OC(C=CP(=O)(O)O)CC3O)C=2N=1, predict the reaction product. The product is: [NH2:9][C:10]1[CH:15]=[CH:14][N:13]([CH:16]2[O:17][CH:18]([CH:30]=[CH:31][P:32](=[O:33])([OH:34])[OH:37])[CH2:19][CH:20]2[OH:21])[C:12](=[O:40])[CH:11]=1.